This data is from Aqueous solubility values for 9,982 compounds from the AqSolDB database. The task is: Regression/Classification. Given a drug SMILES string, predict its absorption, distribution, metabolism, or excretion properties. Task type varies by dataset: regression for continuous measurements (e.g., permeability, clearance, half-life) or binary classification for categorical outcomes (e.g., BBB penetration, CYP inhibition). For this dataset (solubility_aqsoldb), we predict Y. (1) The drug is Cn1cncc1C[C@H](N)C(=O)O. The Y is 0.0727 log mol/L. (2) The molecule is CC1(C)SC2C(NC(=O)C(N)c3ccccc3)C(=O)N2C1C(=O)O. The Y is -1.99 log mol/L. (3) The molecule is CC1(C)N=C(c2ccccc2)NC1=O. The Y is -0.850 log mol/L. (4) The compound is Cc1cc(O)c(C(=O)O)c(O)c1. The Y is -2.05 log mol/L. (5) The drug is O=C(NCCc1c[nH]cn1)c1ccccc1. The Y is -0.634 log mol/L. (6) The molecule is CCCC(C)C. The Y is -3.74 log mol/L. (7) The compound is OCCNc1ccccc1. The Y is -0.474 log mol/L.